This data is from M1 muscarinic receptor agonist screen with 61,833 compounds. The task is: Binary Classification. Given a drug SMILES string, predict its activity (active/inactive) in a high-throughput screening assay against a specified biological target. (1) The drug is O(c1c(CC(C(OCC)=O)C(OCC)=O)cc(cc1)C(=O)C)CC. The result is 0 (inactive). (2) The compound is S(=O)(=O)(N1CCC(CC1)C(=O)NCc1ncccc1)N(CC(C)C)CC(C)C. The result is 0 (inactive). (3) The molecule is S(=O)(=O)(CC(=O)NCCCN(CCCC)CC)Cc1nc(oc1C)c1cc(OC)ccc1. The result is 0 (inactive). (4) The molecule is Brc1n(c2c(n(c(=O)[nH]c2=O)C)n1)CCOc1ccccc1. The result is 0 (inactive). (5) The compound is s1c2c(CCCC2)c(c1N)C(=O)N. The result is 0 (inactive). (6) The drug is O(CN(c1nc(N(C)C)nc(N(C)C)n1)C#N)C(=O)C. The result is 0 (inactive). (7) The drug is S(Cc1nc2n(c(cc(n2)C)C)c1)c1n(N)c(nn1)CC. The result is 0 (inactive). (8) The compound is O1C(CN(C(=O)NC2CCCCC2)Cc2cc3c([nH]c2=O)cc2OCCOc2c3)CCC1. The result is 0 (inactive). (9) The molecule is O(C(=O)N1CCN(CC1)c1ccc(NC(=O)c2cc3c(oc2=O)cccc3)cc1)C(C)(C)C. The result is 0 (inactive).